This data is from Peptide-MHC class II binding affinity with 134,281 pairs from IEDB. The task is: Regression. Given a peptide amino acid sequence and an MHC pseudo amino acid sequence, predict their binding affinity value. This is MHC class II binding data. (1) The peptide sequence is LLFCALASSCQVAFS. The MHC is HLA-DQA10104-DQB10503 with pseudo-sequence HLA-DQA10104-DQB10503. The binding affinity (normalized) is 0.449. (2) The peptide sequence is PEKPDSVTPMILKAQK. The MHC is DRB3_0202 with pseudo-sequence DRB3_0202. The binding affinity (normalized) is 0.0745. (3) The peptide sequence is VSVDCSEYPKPDCTA. The MHC is HLA-DQA10401-DQB10402 with pseudo-sequence HLA-DQA10401-DQB10402. The binding affinity (normalized) is 0.145. (4) The peptide sequence is QKLIEDVNASFRAAM. The MHC is HLA-DQA10102-DQB10502 with pseudo-sequence HLA-DQA10102-DQB10502. The binding affinity (normalized) is 0.437. (5) The peptide sequence is EKKYPAATQFEPLAA. The MHC is DRB1_0101 with pseudo-sequence DRB1_0101. The binding affinity (normalized) is 0.421. (6) The peptide sequence is DLQVGQVELGG. The MHC is HLA-DQA10102-DQB10602 with pseudo-sequence HLA-DQA10102-DQB10602. The binding affinity (normalized) is 0.